From a dataset of Reaction yield outcomes from USPTO patents with 853,638 reactions. Predict the reaction yield, written as a fraction of the theoretical maximum amount of product (1.0 means a 100% yield; for example, 0.34 means a 34% yield). (1) The reactants are Cl.[CH2:2]([NH2:4])[CH3:3].[Cl:5][C:6]1[CH:7]=[C:8]([CH:12]=[CH:13][C:14]=1[F:15])[C:9]([OH:11])=O. No catalyst specified. The product is [Cl:5][C:6]1[CH:7]=[C:8]([CH:12]=[CH:13][C:14]=1[F:15])[C:9]([NH:4][CH2:2][CH3:3])=[O:11]. The yield is 0.770. (2) The reactants are [F:1][C:2]([F:36])([F:35])[C:3]1[CH:4]=[C:5]([CH:28]=[C:29]([C:31]([F:34])([F:33])[F:32])[CH:30]=1)[CH2:6][N:7]1[CH2:14][CH2:13][CH2:12][O:11][C:10]2[N:15]=[C:16](Cl)[CH:17]=[C:18]([C:19]3[CH:24]=[CH:23][C:22]([F:25])=[CH:21][CH:20]=3)[C:9]=2[C:8]1=[O:27].[CH3:37][N:38]([CH3:45])[CH:39]1[CH2:44][CH2:43][NH:42][CH2:41][CH2:40]1. No catalyst specified. The product is [F:1][C:2]([F:36])([F:35])[C:3]1[CH:4]=[C:5]([CH:28]=[C:29]([C:31]([F:34])([F:33])[F:32])[CH:30]=1)[CH2:6][N:7]1[CH2:14][CH2:13][CH2:12][O:11][C:10]2[N:15]=[C:16]([N:42]3[CH2:43][CH2:44][CH:39]([N:38]([CH3:45])[CH3:37])[CH2:40][CH2:41]3)[CH:17]=[C:18]([C:19]3[CH:24]=[CH:23][C:22]([F:25])=[CH:21][CH:20]=3)[C:9]=2[C:8]1=[O:27]. The yield is 0.360. (3) The reactants are [OH-].[Na+].C[O:4][C:5](=[O:23])[C:6]1[CH:11]=[CH:10][C:9]([C:12]#[C:13][C:14]#[C:15][C:16]2[CH:17]=[N:18][C:19]([Cl:22])=[CH:20][CH:21]=2)=[CH:8][CH:7]=1. The catalyst is CO. The product is [Cl:22][C:19]1[N:18]=[CH:17][C:16]([C:15]#[C:14][C:13]#[C:12][C:9]2[CH:8]=[CH:7][C:6]([C:5]([OH:23])=[O:4])=[CH:11][CH:10]=2)=[CH:21][CH:20]=1. The yield is 0.500.